This data is from Forward reaction prediction with 1.9M reactions from USPTO patents (1976-2016). The task is: Predict the product of the given reaction. Given the reactants [Br:1][C:2]1[CH:10]=[C:9]2[C:5]([C:6]([C:11]([OH:13])=[O:12])=[CH:7][NH:8]2)=[CH:4][CH:3]=1.[CH3:14][Si](C=[N+]=[N-])(C)C, predict the reaction product. The product is: [CH3:14][O:12][C:11]([C:6]1[C:5]2[C:9](=[CH:10][C:2]([Br:1])=[CH:3][CH:4]=2)[NH:8][CH:7]=1)=[O:13].